The task is: Predict the reactants needed to synthesize the given product.. This data is from Full USPTO retrosynthesis dataset with 1.9M reactions from patents (1976-2016). (1) The reactants are: C([O:4][CH2:5][C:6]1[C:10]2[N:11]([CH3:27])[CH:12]=[C:13]([C:16]([NH:18][CH2:19][C:20]3[CH:25]=[CH:24][C:23]([Cl:26])=[CH:22][CH:21]=3)=[O:17])[C:14](=[O:15])[C:9]=2[S:8][C:7]=1[CH2:28][N:29]([CH2:31][C@@H:32]([OH:39])[C:33]1[CH:38]=[CH:37][CH:36]=[CH:35][N:34]=1)[CH3:30])C=C. Given the product [Cl:26][C:23]1[CH:22]=[CH:21][C:20]([CH2:19][NH:18][C:16]([C:13]2[C:14](=[O:15])[C:9]3[S:8][C:7]([CH2:28][N:29]([CH2:31][C@@H:32]([OH:39])[C:33]4[CH:38]=[CH:37][CH:36]=[CH:35][N:34]=4)[CH3:30])=[C:6]([CH2:5][OH:4])[C:10]=3[N:11]([CH3:27])[CH:12]=2)=[O:17])=[CH:25][CH:24]=1, predict the reactants needed to synthesize it. (2) The reactants are: [NH2:1][C:2]1[CH:3]=[C:4](/[CH:10]=[C:11](\[CH3:19])/[C:12]([O:14][C:15]([CH3:18])([CH3:17])[CH3:16])=[O:13])[CH:5]=[CH:6][C:7]=1[C:8]#[N:9]. Given the product [NH2:1][C:2]1[CH:3]=[C:4]([CH2:10][CH:11]([CH3:19])[C:12]([O:14][C:15]([CH3:18])([CH3:17])[CH3:16])=[O:13])[CH:5]=[CH:6][C:7]=1[C:8]#[N:9], predict the reactants needed to synthesize it. (3) Given the product [Cl:1][C:2]1[N:7]=[N:6][C:5]([C:8]([NH2:24])=[O:9])=[C:4]([NH:13][C:14]2[CH:19]=[CH:18][CH:17]=[C:16]([C:20]([F:23])([F:22])[F:21])[N:15]=2)[CH:3]=1, predict the reactants needed to synthesize it. The reactants are: [Cl:1][C:2]1[N:7]=[N:6][C:5]([C:8](OCC)=[O:9])=[C:4]([NH:13][C:14]2[CH:19]=[CH:18][CH:17]=[C:16]([C:20]([F:23])([F:22])[F:21])[N:15]=2)[CH:3]=1.[NH3:24]. (4) Given the product [Cl:1][C:2]1[CH:7]=[C:6]([C:8]2[N:12]=[CH:11][N:10](/[CH:13]=[CH:14]\[C:15]3[O:16][CH:23]=[N:18][N:17]=3)[N:9]=2)[CH:5]=[C:4]([O:19][CH:20]([CH3:22])[CH3:21])[N:3]=1, predict the reactants needed to synthesize it. The reactants are: [Cl:1][C:2]1[CH:7]=[C:6]([C:8]2[N:12]=[CH:11][N:10](/[CH:13]=[CH:14]\[C:15]([NH:17][NH2:18])=[O:16])[N:9]=2)[CH:5]=[C:4]([O:19][CH:20]([CH3:22])[CH3:21])[N:3]=1.[CH3:23]OC(OC)OC.CS(O)(=O)=O.CO.ClCCl. (5) Given the product [CH3:16][C:15]([S:12]([C:7]1[CH:8]=[C:9]2[C:4](=[CH:5][CH:6]=1)[N:3]=[CH:2][CH:11]=[C:10]2[NH:26][C:21]1[C:20]([CH3:19])=[C:24]([CH3:25])[NH:23][N:22]=1)(=[O:14])=[O:13])([CH3:18])[CH3:17], predict the reactants needed to synthesize it. The reactants are: Cl[C:2]1[CH:11]=[CH:10][C:9]2[C:4](=[CH:5][CH:6]=[C:7]([S:12]([C:15]([CH3:18])([CH3:17])[CH3:16])(=[O:14])=[O:13])[CH:8]=2)[N:3]=1.[CH3:19][C:20]1[C:21]([NH2:26])=[N:22][NH:23][C:24]=1[CH3:25].Cl.CC[NH+](CC)CC.CC[NH+](CC)CC.C([O-])([O-])=O.